From a dataset of Reaction yield outcomes from USPTO patents with 853,638 reactions. Predict the reaction yield, written as a fraction of the theoretical maximum amount of product (1.0 means a 100% yield; for example, 0.34 means a 34% yield). (1) The reactants are [Cl:1][C:2]1[CH:7]=[CH:6][C:5]([C:8]2[N:12]([C:13]3[CH:18]=[CH:17][C:16]([Cl:19])=[CH:15][C:14]=3[Cl:20])[N:11]=[C:10]([C:21](O)=[O:22])[C:9]=2[CH3:24])=[CH:4][CH:3]=1.[NH:25]1[CH2:30][CH2:29][CH:28]([NH:31][C:32](=[O:38])[O:33][C:34]([CH3:37])([CH3:36])[CH3:35])[CH2:27][CH2:26]1.C(N(CC)CC)C.F[P-](F)(F)(F)(F)F.N1(O[P+](N(C)C)(N(C)C)N(C)C)C2C=CC=CC=2N=N1. No catalyst specified. The product is [Cl:1][C:2]1[CH:3]=[CH:4][C:5]([C:8]2[N:12]([C:13]3[CH:18]=[CH:17][C:16]([Cl:19])=[CH:15][C:14]=3[Cl:20])[N:11]=[C:10]([C:21]([N:25]3[CH2:26][CH2:27][CH:28]([NH:31][C:32](=[O:38])[O:33][C:34]([CH3:35])([CH3:37])[CH3:36])[CH2:29][CH2:30]3)=[O:22])[C:9]=2[CH3:24])=[CH:6][CH:7]=1. The yield is 0.930. (2) The reactants are [F:1][C@@H:2]1[CH2:6][C@@H:5]([C:7](=[O:30])[NH:8][CH2:9][C:10]2[CH:15]=[C:14]([Sn](CCCC)(CCCC)CCCC)[C:13]([F:29])=[CH:12][N:11]=2)[N:4]([C:31]([O:33][C:34]([CH3:37])([CH3:36])[CH3:35])=[O:32])[C@H:3]1[CH3:38].Br[C:40]1[S:41][C:42]([C:45]([F:48])([F:47])[F:46])=[CH:43][N:44]=1.[F-].[Cs+].C(P(C(C)(C)C)C(C)(C)C)(C)(C)C. The catalyst is CN(C=O)C.O.C(Cl)Cl.Cl[Pd]Cl.[Cu]I. The product is [F:1][C@@H:2]1[CH2:6][C@@H:5]([C:7](=[O:30])[NH:8][CH2:9][C:10]2[CH:15]=[C:14]([C:40]3[S:41][C:42]([C:45]([F:48])([F:47])[F:46])=[CH:43][N:44]=3)[C:13]([F:29])=[CH:12][N:11]=2)[N:4]([C:31]([O:33][C:34]([CH3:35])([CH3:36])[CH3:37])=[O:32])[C@H:3]1[CH3:38]. The yield is 0.520. (3) The reactants are [CH3:1][C:2]([O:5][C:6]([NH:8][C@@H:9]([C:13]([OH:15])=O)[CH:10]1[CH2:12][CH2:11]1)=[O:7])([CH3:4])[CH3:3].[NH:16]1[CH2:21][CH2:20][CH:19]([C:22]#[N:23])[CH2:18][CH2:17]1.CN(C(ON1N=NC2C=CC=NC1=2)=[N+](C)C)C.F[P-](F)(F)(F)(F)F.C(N(CC)C(C)C)(C)C. The catalyst is CN(C=O)C. The product is [C:2]([O:5][C:6](=[O:7])[NH:8][C@H:9]([CH:10]1[CH2:11][CH2:12]1)[C:13]([N:16]1[CH2:21][CH2:20][CH:19]([C:22]#[N:23])[CH2:18][CH2:17]1)=[O:15])([CH3:1])([CH3:3])[CH3:4]. The yield is 0.950.